From a dataset of Forward reaction prediction with 1.9M reactions from USPTO patents (1976-2016). Predict the product of the given reaction. (1) Given the reactants BrC1C=CC=C2C=1C=CN2.[CH3:11][O:12][C:13]1[CH:21]=[CH:20][CH:19]=[C:18]2[C:14]=1[C:15](=[O:23])[C:16](=[O:22])[NH:17]2.BrCCCCC.Br[CH2:31][C:32]1[O:33][C:34]([C:37]([F:40])([F:39])[F:38])=[CH:35][CH:36]=1, predict the reaction product. The product is: [CH3:11][O:12][C:13]1[CH:21]=[CH:20][CH:19]=[C:18]2[C:14]=1[C:15](=[O:23])[C:16](=[O:22])[N:17]2[CH2:31][C:32]1[O:33][C:34]([C:37]([F:40])([F:39])[F:38])=[CH:35][CH:36]=1. (2) The product is: [CH2:36]([O:38][C:39]([N:41]1[CH2:42][CH2:43][N:44]([C:19](=[O:21])[C:18]2[CH:22]=[C:23]([O:25][C:26]3[CH:31]=[CH:30][C:29]([C:32]#[N:33])=[CH:28][CH:27]=3)[CH:24]=[C:16]([O:15][CH2:14][C:13]3[CH:12]=[CH:11][C:10]([CH2:9][NH:8][C:6]([O:5][C:1]([CH3:4])([CH3:3])[CH3:2])=[O:7])=[CH:35][CH:34]=3)[CH:17]=2)[CH2:45][CH2:46]1)=[O:40])[CH3:37]. Given the reactants [C:1]([O:5][C:6]([NH:8][CH2:9][C:10]1[CH:35]=[CH:34][C:13]([CH2:14][O:15][C:16]2[CH:17]=[C:18]([CH:22]=[C:23]([O:25][C:26]3[CH:31]=[CH:30][C:29]([C:32]#[N:33])=[CH:28][CH:27]=3)[CH:24]=2)[C:19]([OH:21])=O)=[CH:12][CH:11]=1)=[O:7])([CH3:4])([CH3:3])[CH3:2].[CH2:36]([O:38][C:39]([N:41]1[CH2:46][CH2:45][NH:44][CH2:43][CH2:42]1)=[O:40])[CH3:37], predict the reaction product. (3) Given the reactants [CH3:1][C:2]1([C:7]2[O:11][C:10]([CH2:12][N:13]3[CH:17]=[CH:16][C:15]([NH2:18])=[N:14]3)=[CH:9][CH:8]=2)[O:6]CCO1.[CH3:19][C:20]1[O:21][C:22]([C:28]2[CH:33]=[CH:32][CH:31]=[C:30]([C:34]([F:37])([F:36])[F:35])[CH:29]=2)=[C:23]([C:25](O)=[O:26])[N:24]=1, predict the reaction product. The product is: [C:2]([C:7]1[O:11][C:10]([CH2:12][N:13]2[CH:17]=[CH:16][C:15]([NH:18][C:25]([C:23]3[N:24]=[C:20]([CH3:19])[O:21][C:22]=3[C:28]3[CH:33]=[CH:32][CH:31]=[C:30]([C:34]([F:37])([F:35])[F:36])[CH:29]=3)=[O:26])=[N:14]2)=[CH:9][CH:8]=1)(=[O:6])[CH3:1]. (4) Given the reactants [NH2:1][C:2]1[O:6][CH:5]([C:7]2[CH:12]=[CH:11][C:10]([Cl:13])=[CH:9][CH:8]=2)[C:4](=[O:14])[C:3]=1[OH:15].C(=O)([O-])[O-].[Na+].[Na+].[C:22]1([N:28]=[C:29]=[S:30])[CH:27]=[CH:26][CH:25]=[CH:24][CH:23]=1.[Cl-].[NH4+], predict the reaction product. The product is: [Cl:13][C:10]1[CH:9]=[CH:8][C:7]([CH:5]2[C:4](=[O:14])[C:3]([O:15][C:29]([NH:28][C:22]3[CH:27]=[CH:26][CH:25]=[CH:24][CH:23]=3)=[S:30])=[C:2]([NH2:1])[O:6]2)=[CH:12][CH:11]=1. (5) Given the reactants [F:1][C:2]1[CH:7]=[CH:6][C:5]([C:8]2([OH:19])[CH2:11][N:10]([C:12](OC(C)(C)C)=O)[CH2:9]2)=[CH:4][CH:3]=1.ClC1[N:30]=[CH:29][C:28]([Cl:31])=[CH:27][C:22]=1[C:23]([O:25][CH3:26])=[O:24], predict the reaction product. The product is: [Cl:31][C:28]1[CH:29]=[N:30][C:12]([N:10]2[CH2:9][C:8]([C:5]3[CH:4]=[CH:3][C:2]([F:1])=[CH:7][CH:6]=3)([OH:19])[CH2:11]2)=[C:22]([CH:27]=1)[C:23]([O:25][CH3:26])=[O:24]. (6) Given the reactants [Cl:1][C:2]1[CH:10]=[CH:9][CH:8]=[C:7]2[C:3]=1[CH2:4][O:5][C:6]2=[O:11].N(/C(C)(C)C#N)=N\C(C)(C)C#N.[Br:24]N1C(=O)CCC1=O, predict the reaction product. The product is: [Br:24][CH:4]1[C:3]2[C:7](=[CH:8][CH:9]=[CH:10][C:2]=2[Cl:1])[C:6](=[O:11])[O:5]1. (7) Given the reactants C([O:3][C:4](=[O:36])[CH2:5][C:6]1[CH:11]=[CH:10][CH:9]=[C:8]([CH:12]([C:24]2[C:33]([OH:34])=[C:32]3[C:27]([CH:28]=[CH:29][CH:30]=[N:31]3)=[C:26]([Cl:35])[CH:25]=2)[NH:13][C:14](=[O:23])[CH2:15][O:16][C:17]2[CH:22]=[CH:21][CH:20]=[CH:19][CH:18]=2)[CH:7]=1)C.[OH-].[Na+].Cl, predict the reaction product. The product is: [Cl:35][C:26]1[CH:25]=[C:24]([CH:12]([NH:13][C:14](=[O:23])[CH2:15][O:16][C:17]2[CH:22]=[CH:21][CH:20]=[CH:19][CH:18]=2)[C:8]2[CH:7]=[C:6]([CH2:5][C:4]([OH:36])=[O:3])[CH:11]=[CH:10][CH:9]=2)[C:33]([OH:34])=[C:32]2[C:27]=1[CH:28]=[CH:29][CH:30]=[N:31]2.